This data is from Full USPTO retrosynthesis dataset with 1.9M reactions from patents (1976-2016). The task is: Predict the reactants needed to synthesize the given product. (1) Given the product [CH3:25][C@H:23]1[NH:24][C@@H:19]([CH3:18])[CH2:20][N:21]([C:26]([C:28]2[C:29]([CH3:35])=[C:30]([CH:33]=[C:10]3[C:9]4[C:13](=[CH:14][CH:15]=[CH:16][C:8]=4[C:5]4[CH:4]=[CH:3][C:2]([F:1])=[CH:7][CH:6]=4)[NH:12][C:11]3=[O:17])[NH:31][CH:32]=2)=[O:27])[CH2:22]1, predict the reactants needed to synthesize it. The reactants are: [F:1][C:2]1[CH:7]=[CH:6][C:5]([C:8]2[CH:16]=[CH:15][CH:14]=[C:13]3[C:9]=2[CH2:10][C:11](=[O:17])[NH:12]3)=[CH:4][CH:3]=1.[CH3:18][C@H:19]1[NH:24][C@@H:23]([CH3:25])[CH2:22][N:21]([C:26]([C:28]2[C:29]([CH3:35])=[C:30]([CH:33]=O)[NH:31][CH:32]=2)=[O:27])[CH2:20]1. (2) Given the product [Cl:1][C:2]1[CH:34]=[CH:33][C:32]([OH:35])=[CH:31][C:3]=1[C:4]([NH:6][C:7]1[CH:8]=[N:9][C:10]([NH:13][C:14]2[CH:15]=[CH:16][C:17]([S:20](=[O:29])(=[O:30])[NH:21][CH2:22][CH2:23][N:24]3[CH2:25][CH2:26][CH2:27][CH2:28]3)=[CH:18][CH:19]=2)=[N:11][CH:12]=1)=[O:5], predict the reactants needed to synthesize it. The reactants are: [Cl:1][C:2]1[CH:34]=[CH:33][C:32]([O:35]C)=[CH:31][C:3]=1[C:4]([NH:6][C:7]1[CH:8]=[N:9][C:10]([NH:13][C:14]2[CH:19]=[CH:18][C:17]([S:20](=[O:30])(=[O:29])[NH:21][CH2:22][CH2:23][N:24]3[CH2:28][CH2:27][CH2:26][CH2:25]3)=[CH:16][CH:15]=2)=[N:11][CH:12]=1)=[O:5].B(Br)(Br)Br. (3) Given the product [Cl:1][C:2]1[CH:7]=[CH:6][C:5]([C:8]2([C:11]3[N:15]=[C:14]([O:16][C:17]4[C:23]([CH3:24])=[CH:22][C:20]([N:21]=[CH:30][N:31]([CH2:33][CH3:34])[CH3:32])=[C:19]([CH3:25])[CH:18]=4)[S:13][N:12]=3)[CH2:10][CH2:9]2)=[CH:4][CH:3]=1, predict the reactants needed to synthesize it. The reactants are: [Cl:1][C:2]1[CH:7]=[CH:6][C:5]([C:8]2([C:11]3[N:15]=[C:14]([O:16][C:17]4[C:23]([CH3:24])=[CH:22][C:20]([NH2:21])=[C:19]([CH3:25])[CH:18]=4)[S:13][N:12]=3)[CH2:10][CH2:9]2)=[CH:4][CH:3]=1.CO.CO[CH:30](OC)[N:31]([CH2:33][CH3:34])[CH3:32]. (4) Given the product [CH3:27][N:11]([C:9]1[CH:8]=[CH:7][N:6]=[C:5]([S:4][CH3:3])[N:10]=1)[C:12]1[N:17]2[N:18]=[CH:19][N:20]=[C:16]2[CH:15]=[C:14]([C:21]2[CH:22]=[CH:23][CH:24]=[CH:25][CH:26]=2)[N:13]=1, predict the reactants needed to synthesize it. The reactants are: IC.[CH3:3][S:4][C:5]1[N:10]=[C:9]([NH:11][C:12]2[N:17]3[N:18]=[CH:19][N:20]=[C:16]3[CH:15]=[C:14]([C:21]3[CH:26]=[CH:25][CH:24]=[CH:23][CH:22]=3)[N:13]=2)[CH:8]=[CH:7][N:6]=1.[C:27](=O)([O-])[O-].[K+].[K+]. (5) Given the product [CH2:17]([O:16][C:14](=[O:15])[CH:13]([C:10]1[CH:11]=[CH:12][C:7]([S:4]([CH:1]2[CH2:3][CH2:2]2)(=[O:6])=[O:5])=[CH:8][CH:9]=1)[O:21][CH:22]1[CH2:27][CH2:26][O:25][CH2:24][CH2:23]1)[CH3:18], predict the reactants needed to synthesize it. The reactants are: [CH:1]1([S:4]([C:7]2[CH:12]=[CH:11][C:10]([C:13](=[N+]=[N-])[C:14]([O:16][CH2:17][CH3:18])=[O:15])=[CH:9][CH:8]=2)(=[O:6])=[O:5])[CH2:3][CH2:2]1.[OH:21][CH:22]1[CH2:27][CH2:26][O:25][CH2:24][CH2:23]1. (6) Given the product [CH2:1]([C@H:8]1[CH2:12][O:11][C:10](=[O:13])[N:9]1[C:14](=[O:24])[C@@H:15]([O:16][C:17]1[CH:18]=[CH:19][C:20]([F:23])=[CH:21][CH:22]=1)[C@@H:54]([C:53]1[CH:56]=[CH:57][C:50]([O:49][CH2:42][C:43]2[CH:48]=[CH:47][CH:46]=[CH:45][CH:44]=2)=[CH:51][CH:52]=1)[OH:55])[C:2]1[CH:7]=[CH:6][CH:5]=[CH:4][CH:3]=1, predict the reactants needed to synthesize it. The reactants are: [CH2:1]([C@H:8]1[CH2:12][O:11][C:10](=[O:13])[N:9]1[C:14](=[O:24])[CH2:15][O:16][C:17]1[CH:22]=[CH:21][C:20]([F:23])=[CH:19][CH:18]=1)[C:2]1[CH:7]=[CH:6][CH:5]=[CH:4][CH:3]=1.[O-]S(C(F)(F)F)(=O)=O.C([B+]CCCC)CCC.[CH2:42]([O:49][C:50]1[CH:57]=[CH:56][C:53]([CH:54]=[O:55])=[CH:52][CH:51]=1)[C:43]1[CH:48]=[CH:47][CH:46]=[CH:45][CH:44]=1.